Predict the reaction yield, written as a fraction of the theoretical maximum amount of product (1.0 means a 100% yield; for example, 0.34 means a 34% yield). From a dataset of Reaction yield outcomes from USPTO patents with 853,638 reactions. (1) The reactants are [O:1]=[C:2]([CH2:8][CH2:9][CH2:10][CH3:11])[CH2:3][C:4]([O:6][CH3:7])=[O:5].[H-].[Na+].Br[CH2:15][C:16]1[C:21]([F:22])=[CH:20][C:19]([C:23]2[C:24]([C:29]#[N:30])=[CH:25][CH:26]=[CH:27][CH:28]=2)=[CH:18][C:17]=1[F:31]. The catalyst is O1CCCC1. The product is [C:29]([C:24]1[CH:25]=[CH:26][CH:27]=[CH:28][C:23]=1[C:19]1[CH:18]=[C:17]([F:31])[C:16]([CH2:15][CH:3]([C:2](=[O:1])[CH2:8][CH2:9][CH2:10][CH3:11])[C:4]([O:6][CH3:7])=[O:5])=[C:21]([F:22])[CH:20]=1)#[N:30]. The yield is 0.980. (2) The product is [CH3:1][N:2]1[C:6]([NH:7][C:32]([C:30]2[CH:29]=[CH:28][C:27]([C:35]#[N:36])=[C:26]([Cl:25])[N:31]=2)=[O:33])=[C:5]([C:8]([F:10])([F:9])[F:11])[C:4]([C:12]([F:17])([F:18])[C:13]([F:15])([F:14])[F:16])=[N:3]1. The yield is 0.710. The reactants are [CH3:1][N:2]1[C:6]([NH2:7])=[C:5]([C:8]([F:11])([F:10])[F:9])[C:4]([C:12]([F:18])([F:17])[C:13]([F:16])([F:15])[F:14])=[N:3]1.N1C=CC=CC=1.[Cl:25][C:26]1[N:31]=[C:30]([C:32](Cl)=[O:33])[CH:29]=[CH:28][C:27]=1[C:35]#[N:36].C(=O)([O-])O.[Na+]. The catalyst is O1CCCC1. (3) The reactants are [NH2:1][C:2]1[CH:7]=[CH:6][C:5]([F:8])=[CH:4][N:3]=1.C[Al](C)C.C[O:14][C:15]([C:17]1[N:18]=[C:19]([CH3:23])[S:20][C:21]=1[Br:22])=O.S([O-])([O-])(=O)=O.[Na+].[Na+]. The catalyst is O1CCOCC1.O. The product is [F:8][C:5]1[CH:6]=[CH:7][C:2]([NH:1][C:15]([C:17]2[N:18]=[C:19]([CH3:23])[S:20][C:21]=2[Br:22])=[O:14])=[N:3][CH:4]=1. The yield is 0.530. (4) The reactants are [Br:1][C:2]1[CH:7]=[CH:6][C:5]([C:8]([C:10]2[CH:15]=[CH:14][C:13]([OH:16])=[CH:12][CH:11]=2)=O)=[CH:4][C:3]=1[F:17].[C:18]1(=O)[CH2:24][CH2:23][CH2:22][CH2:21][CH2:20][CH2:19]1. The catalyst is C1COCC1.[Zn].Cl[Ti](Cl)(Cl)Cl. The product is [Br:1][C:2]1[CH:7]=[CH:6][C:5]([C:8](=[C:18]2[CH2:24][CH2:23][CH2:22][CH2:21][CH2:20][CH2:19]2)[C:10]2[CH:15]=[CH:14][C:13]([OH:16])=[CH:12][CH:11]=2)=[CH:4][C:3]=1[F:17]. The yield is 0.750. (5) The reactants are [CH2:1]([C@@H:5]1[NH:10][CH2:9][C@H:8]([CH2:11][CH:12]([CH3:14])[CH3:13])[NH:7][C:6]1=[O:15])[CH:2]([CH3:4])[CH3:3].[Cl:16][C:17]1[CH:22]=[CH:21][C:20]([C:23]2[CH:24]=[C:25]([C:28](O)=[O:29])[S:26][CH:27]=2)=[CH:19][CH:18]=1.C([C@@H]1N(C([C@@H]2C[C@H]2C2C=CC=CC=2)=O)C[C@H](CC(C)C)NC1=O)C(C)C. No catalyst specified. The product is [Cl:16][C:17]1[CH:22]=[CH:21][C:20]([C:23]2[CH:24]=[C:25]([C:28]([N:10]3[CH2:9][C@H:8]([CH2:11][CH:12]([CH3:14])[CH3:13])[NH:7][C:6](=[O:15])[C@@H:5]3[CH2:1][CH:2]([CH3:4])[CH3:3])=[O:29])[S:26][CH:27]=2)=[CH:19][CH:18]=1. The yield is 0.830. (6) The reactants are [CH:1]1([N:4]2[CH2:9][CH2:8][CH:7]([C:10]3[CH:19]=[CH:18][C:13]([C:14]([O:16]C)=O)=[CH:12][CH:11]=3)[CH2:6][CH2:5]2)[CH2:3][CH2:2]1.[CH3:20][O:21][C:22]1[CH:23]=[C:24]([CH2:30][CH2:31][C:32]2[CH:33]=[C:34]([NH2:37])[NH:35][N:36]=2)[CH:25]=[C:26]([O:28][CH3:29])[CH:27]=1.C[Al](C)C. The catalyst is C1(C)C=CC=CC=1. The product is [CH:1]1([N:4]2[CH2:5][CH2:6][CH:7]([C:10]3[CH:11]=[CH:12][C:13]([C:14]([NH:37][C:34]4[NH:35][N:36]=[C:32]([CH2:31][CH2:30][C:24]5[CH:25]=[C:26]([O:28][CH3:29])[CH:27]=[C:22]([O:21][CH3:20])[CH:23]=5)[CH:33]=4)=[O:16])=[CH:18][CH:19]=3)[CH2:8][CH2:9]2)[CH2:2][CH2:3]1. The yield is 0.358. (7) The reactants are [Se:1]1[CH:5]=[CH:4][CH:3]=[C:2]1[CH:6]=O.[N:8]([CH2:11][C:12]([O:14][CH3:15])=[O:13])=[N+:9]=[N-:10].C[O-].[Na+].C(OCC)(=O)C. The catalyst is CO. The product is [N:8](/[C:11](=[CH:6]\[C:2]1[Se:1][CH:5]=[CH:4][CH:3]=1)/[C:12]([O:14][CH3:15])=[O:13])=[N+:9]=[N-:10]. The yield is 0.920. (8) The reactants are Br[C:2]1[CH:3]=[N:4][C:5]2[N:6]([N:8]=[C:9]([C:21]3[CH:26]=[CH:25][CH:24]=[CH:23][CH:22]=3)[C:10]=2[CH2:11][N:12]2[CH2:16][CH:15]([CH2:17][CH2:18][CH3:19])[CH2:14][C:13]2=[O:20])[CH:7]=1.[O-:27]P([O-])([O-])=O.[K+].[K+].[K+]. The catalyst is O.[Pd]. The product is [OH:27][C:2]1[CH:3]=[N:4][C:5]2[N:6]([N:8]=[C:9]([C:21]3[CH:26]=[CH:25][CH:24]=[CH:23][CH:22]=3)[C:10]=2[CH2:11][N:12]2[CH2:16][CH:15]([CH2:17][CH2:18][CH3:19])[CH2:14][C:13]2=[O:20])[CH:7]=1. The yield is 0.220. (9) The reactants are [CH3:1][O:2][C:3](=[O:17])[CH2:4][N:5]([C:10]([O:12][C:13]([CH3:16])([CH3:15])[CH3:14])=[O:11])C(=O)CC.CN1C(=O)N(C)CCC1.[Li+].C[Si]([N-][Si](C)(C)C)(C)C.[CH2:37]1C[O:40][CH2:39][CH2:38]1. No catalyst specified. The product is [CH3:1][O:2][C:3](=[O:17])[CH:4]([NH:5][C:10]([O:12][C:13]([CH3:14])([CH3:15])[CH3:16])=[O:11])[C:39](=[O:40])[CH2:38][CH3:37]. The yield is 0.810.